This data is from Full USPTO retrosynthesis dataset with 1.9M reactions from patents (1976-2016). The task is: Predict the reactants needed to synthesize the given product. Given the product [F:1][C:2]1[CH:29]=[CH:28][C:5]([CH2:6][NH:7][C:8]([C:10]2([CH2:23][CH2:24][CH2:25][CH2:26][N:44]3[CH2:45][CH2:46][N:41]([C:38]4[CH:37]=[CH:36][C:35]5[C:40](=[C:31]([Cl:30])[CH:32]=[CH:33][CH:34]=5)[N:39]=4)[CH2:42][CH2:43]3)[C:22]3[CH:21]=[CH:20][CH:19]=[CH:18][C:17]=3[C:16]3[C:11]2=[CH:12][CH:13]=[CH:14][CH:15]=3)=[O:9])=[CH:4][CH:3]=1, predict the reactants needed to synthesize it. The reactants are: [F:1][C:2]1[CH:29]=[CH:28][C:5]([CH2:6][NH:7][C:8]([C:10]2([CH2:23][CH2:24][CH2:25][CH2:26]Br)[C:22]3[CH:21]=[CH:20][CH:19]=[CH:18][C:17]=3[C:16]3[C:11]2=[CH:12][CH:13]=[CH:14][CH:15]=3)=[O:9])=[CH:4][CH:3]=1.[Cl:30][C:31]1[CH:32]=[CH:33][CH:34]=[C:35]2[C:40]=1[N:39]=[C:38]([N:41]1[CH2:46][CH2:45][NH:44][CH2:43][CH2:42]1)[CH:37]=[CH:36]2.